This data is from Full USPTO retrosynthesis dataset with 1.9M reactions from patents (1976-2016). The task is: Predict the reactants needed to synthesize the given product. (1) The reactants are: Br[C:2]1[C:11]([C@H:12]([O:21][C:22]([CH3:25])([CH3:24])[CH3:23])[CH2:13][O:14][C:15](=[O:20])[C:16]([CH3:19])([CH3:18])[CH3:17])=[C:10]([CH3:26])[CH:9]=[C:8]2[C:3]=1[CH:4]=[CH:5][C:6]([CH3:28])=[N+:7]2[O-:27].C(OC[C@@H](OC(C)(C)C)C1C([C:50]2[CH:55]=[CH:54][C:53]([Cl:56])=[CH:52][CH:51]=2)=C2C(=CC=1C)N=C(C)C=C2)(=O)C(C)(C)C. Given the product [C:22]([O:21][C@@H:12]([C:11]1[C:2]([C:50]2[CH:55]=[CH:54][C:53]([Cl:56])=[CH:52][CH:51]=2)=[C:3]2[C:8](=[CH:9][C:10]=1[CH3:26])[N+:7]([O-:27])=[C:6]([CH3:28])[CH:5]=[CH:4]2)[CH2:13][O:14][C:15](=[O:20])[C:16]([CH3:19])([CH3:18])[CH3:17])([CH3:25])([CH3:24])[CH3:23], predict the reactants needed to synthesize it. (2) Given the product [C:28]([C:31]1[O:10][N:9]=[C:8]([C:5]2[CH:4]=[C:3]([O:12][CH2:13][C:14]([F:17])([F:16])[F:15])[C:2]([Cl:1])=[CH:7][N:6]=2)[N:11]=1)([CH3:30])([CH3:29])[CH3:27], predict the reactants needed to synthesize it. The reactants are: [Cl:1][C:2]1[C:3]([O:12][CH2:13][C:14]([F:17])([F:16])[F:15])=[CH:4][C:5]([C:8](=[NH:11])[NH:9][OH:10])=[N:6][CH:7]=1.CCN(C(C)C)C(C)C.[C:27](Cl)(=O)[C:28]([CH3:31])([CH3:30])[CH3:29].